Dataset: Peptide-MHC class II binding affinity with 134,281 pairs from IEDB. Task: Regression. Given a peptide amino acid sequence and an MHC pseudo amino acid sequence, predict their binding affinity value. This is MHC class II binding data. (1) The peptide sequence is EEVMNIVLIALSILA. The MHC is DRB1_0401 with pseudo-sequence DRB1_0401. The binding affinity (normalized) is 0.610. (2) The peptide sequence is CGERTEGRCLHYTVDKSK. The MHC is DRB1_1301 with pseudo-sequence DRB1_1301. The binding affinity (normalized) is 0. (3) The MHC is DRB1_1602 with pseudo-sequence DRB1_1602. The binding affinity (normalized) is 0. The peptide sequence is SINYRTEIDKPCQHH. (4) The peptide sequence is KQQVIAELYEKFFRI. The MHC is DRB1_0405 with pseudo-sequence DRB1_0405. The binding affinity (normalized) is 0.430. (5) The peptide sequence is SSNLSWLSLDVSAAF. The MHC is DRB1_1101 with pseudo-sequence DRB1_1101. The binding affinity (normalized) is 0.214. (6) The peptide sequence is EGPEEHEILNDSGET. The MHC is DRB1_0701 with pseudo-sequence DRB1_0701. The binding affinity (normalized) is 0.230. (7) The peptide sequence is ADAGYAPATPAAAGA. The MHC is HLA-DPA10103-DPB10201 with pseudo-sequence HLA-DPA10103-DPB10201. The binding affinity (normalized) is 0.119.